This data is from Forward reaction prediction with 1.9M reactions from USPTO patents (1976-2016). The task is: Predict the product of the given reaction. Given the reactants [C:1]([C:3]1[C:8]2[S:9][CH:10]=[CH:11][C:7]=2[C:6]([NH:12][C@H:13]([C@@H:27]([OH:29])[CH3:28])[C:14]([NH:16][NH:17][C:18](=[O:26])[C:19]2[CH:24]=[CH:23][C:22]([F:25])=[CH:21][CH:20]=2)=O)=[CH:5][CH:4]=1)#[N:2].CCN(P1(N(C)CCCN1C)=NC(C)(C)C)CC.CO, predict the reaction product. The product is: [F:25][C:22]1[CH:21]=[CH:20][C:19]([C:18]2[O:26][C:14]([C@H:13]([NH:12][C:6]3[C:7]4[CH:11]=[CH:10][S:9][C:8]=4[C:3]([C:1]#[N:2])=[CH:4][CH:5]=3)[C@@H:27]([OH:29])[CH3:28])=[N:16][N:17]=2)=[CH:24][CH:23]=1.